Dataset: Reaction yield outcomes from USPTO patents with 853,638 reactions. Task: Predict the reaction yield, written as a fraction of the theoretical maximum amount of product (1.0 means a 100% yield; for example, 0.34 means a 34% yield). (1) The reactants are [C:1]([C:3]1[CH:8]=[C:7]([C:9]2[CH:14]=[CH:13][C:12]([C:15]([F:18])([F:17])[F:16])=[CH:11][CH:10]=2)[N:6]=[CH:5][C:4]=1[C:19]([O:21][CH3:22])=[O:20])#[N:2].[ClH:23]. The catalyst is [Pd].CO. The product is [ClH:23].[NH2:2][CH2:1][C:3]1[CH:8]=[C:7]([C:9]2[CH:10]=[CH:11][C:12]([C:15]([F:17])([F:18])[F:16])=[CH:13][CH:14]=2)[N:6]=[CH:5][C:4]=1[C:19]([O:21][CH3:22])=[O:20]. The yield is 0.870. (2) The yield is 0.399. The catalyst is CO. The reactants are [CH2:1]([OH:4])[CH2:2][OH:3].[C:5](#[N:8])[CH:6]=[CH2:7].Cl. The product is [CH2:1]([O:4][CH2:7][CH2:6][C:5]#[N:8])[CH2:2][O:3][CH2:7][CH2:6][C:5]#[N:8]. (3) The reactants are [Br:1][C:2]1[CH:11]=[CH:10][C:5]([C:6]([NH:8][NH2:9])=[O:7])=[CH:4][CH:3]=1.N1C=CC=CC=1.[C:18]([C:22]1[CH:30]=[CH:29][C:25]([C:26](Cl)=[O:27])=[CH:24][CH:23]=1)([CH3:21])([CH3:20])[CH3:19]. The catalyst is O1CCCC1. The product is [Br:1][C:2]1[CH:11]=[CH:10][C:5]([C:6]([NH:8][NH:9][C:26](=[O:27])[C:25]2[CH:29]=[CH:30][C:22]([C:18]([CH3:20])([CH3:19])[CH3:21])=[CH:23][CH:24]=2)=[O:7])=[CH:4][CH:3]=1. The yield is 0.920. (4) The reactants are Br[C:2]1[CH:3]=[C:4]2[C:8](=[CH:9][CH:10]=1)[NH:7][CH:6]=[CH:5]2.[Br-].[C:12]([CH2:14][CH2:15][CH2:16][Zn+])#[N:13]. The catalyst is C1C=CC([P]([Pd]([P](C2C=CC=CC=2)(C2C=CC=CC=2)C2C=CC=CC=2)([P](C2C=CC=CC=2)(C2C=CC=CC=2)C2C=CC=CC=2)[P](C2C=CC=CC=2)(C2C=CC=CC=2)C2C=CC=CC=2)(C2C=CC=CC=2)C2C=CC=CC=2)=CC=1. The product is [NH:7]1[C:8]2[C:4](=[CH:3][C:2]([CH2:16][CH2:15][CH2:14][C:12]#[N:13])=[CH:10][CH:9]=2)[CH:5]=[CH:6]1. The yield is 0.630. (5) The reactants are [C:1]([C@@:9]1([OH:37])[C@@H:17]([O:18][C:19](=[O:26])[C:20]2[CH:25]=[CH:24][CH:23]=[CH:22][CH:21]=2)[C@H:16]([O:27][CH2:28][C:29]2[CH:34]=[CH:33][CH:32]=[CH:31][CH:30]=2)[C@@H:15]([CH2:35][OH:36])[O:14][C@H:10]1[S:11][CH2:12][CH3:13])(=[O:8])[C:2]1[CH:7]=[CH:6][CH:5]=[CH:4][CH:3]=1.N1C=CC=CC=1.[C:44](OC(=O)C)(=[O:46])[CH3:45]. The catalyst is ClCCl. The product is [C:44]([O:36][CH2:35][C@H:15]1[O:14][C@@H:10]([S:11][CH2:12][CH3:13])[C@:9]([C:1](=[O:8])[C:2]2[CH:7]=[CH:6][CH:5]=[CH:4][CH:3]=2)([OH:37])[C@@H:17]([O:18][C:19](=[O:26])[C:20]2[CH:25]=[CH:24][CH:23]=[CH:22][CH:21]=2)[C@@H:16]1[O:27][CH2:28][C:29]1[CH:34]=[CH:33][CH:32]=[CH:31][CH:30]=1)(=[O:46])[CH3:45]. The yield is 0.930. (6) The reactants are [N+:1]([C:4]1[CH:12]=[C:11]([C:13]([NH:15][N:16]=[C:17]([C:19]2[C:23]([OH:24])=[C:22]([C:25]3[CH:30]=[CH:29][C:28]([C:31]([CH3:34])([CH3:33])[CH3:32])=[CH:27][CH:26]=3)[S:21][CH:20]=2)[CH3:18])=[O:14])[CH:10]=[CH:9][C:5]=1[C:6](O)=[O:7])([O-:3])=[O:2].C(N(CC)CC)C.ClC(OCC(C)C)=O.[CH3:50][N:51]1[CH2:56][CH2:55][NH:54][CH2:53][CH2:52]1.Cl. The catalyst is CN1CCCC1=O. The product is [C:31]([C:28]1[CH:27]=[CH:26][C:25]([C:22]2[S:21][CH:20]=[C:19]([C:17](=[N:16][NH:15][C:13](=[O:14])[C:11]3[CH:10]=[CH:9][C:5]([C:6]([N:54]4[CH2:55][CH2:56][N:51]([CH3:50])[CH2:52][CH2:53]4)=[O:7])=[C:4]([N+:1]([O-:3])=[O:2])[CH:12]=3)[CH3:18])[C:23]=2[OH:24])=[CH:30][CH:29]=1)([CH3:34])([CH3:32])[CH3:33]. The yield is 0.100. (7) The reactants are [H-].[Na+].[C:3]([C:5]1[C:6](C)([O:19][CH3:20])[CH2:7][C:8]([NH:11][C:12](=[O:18])[O:13][C:14]([CH3:17])([CH3:16])[CH3:15])=[CH:9][CH:10]=1)#[N:4].Cl[CH2:23][CH2:24][N:25]([CH2:27][C:28]1[CH:33]=[CH:32][CH:31]=[CH:30][CH:29]=1)[CH3:26]. The catalyst is CN(C)C=O.[I-].[Na+]. The product is [CH2:27]([N:25]([CH3:26])[CH2:24][CH2:23][N:11]([C:8]1[CH:9]=[CH:10][C:5]([C:3]#[N:4])=[C:6]([O:19][CH3:20])[CH:7]=1)[C:12](=[O:18])[O:13][C:14]([CH3:15])([CH3:16])[CH3:17])[C:28]1[CH:33]=[CH:32][CH:31]=[CH:30][CH:29]=1. The yield is 0.960. (8) The product is [NH2:25][C:26]1[C:27]([C:28]([NH:17][CH2:16][C:13]2[CH:14]=[CH:15][C:10]([CH2:9][CH:2]3[S:1][C:5]4=[CH:6][O:7][CH:8]=[C:4]4[CH2:3]3)=[CH:11][CH:12]=2)=[O:29])=[CH:31][CH:32]=[C:33]([NH2:35])[N:34]=1. The reactants are [S:1]1[C:5]2=[CH:6][O:7][CH:8]=[C:4]2[CH2:3][CH:2]1[CH2:9][C:10]1[CH:15]=[CH:14][C:13]([CH2:16][NH2:17])=[CH:12][CH:11]=1.C(N(CC)CC)C.[NH2:25][C:26]1[N:34]=[C:33]([NH2:35])[CH:32]=[CH:31][C:27]=1[C:28](O)=[O:29].ON1C2C=CC=CC=2N=N1.Cl.C(N=C=NCCCN(C)C)C. The catalyst is O.CS(C)=O. The yield is 0.260. (9) The catalyst is C(Cl)Cl.O. The product is [CH3:15][C:13]1[CH:14]=[C:10]([C:8]2[CH:9]=[C:4]3[C:5](=[CH:6][C:7]=2[C:24]([F:26])([F:25])[F:27])[NH:28][C:35](=[O:43])[N:32]([NH:41][S:38]([CH3:37])(=[O:40])=[O:39])[C:3]3=[O:29])[N:11]([CH2:16][CH2:17][O:18][CH2:19][Si:20]([CH3:22])([CH3:23])[CH3:21])[N:12]=1. The yield is 0.260. The reactants are CO[C:3](=[O:29])[C:4]1[CH:9]=[C:8]([C:10]2[N:11]([CH2:16][CH2:17][O:18][CH2:19][Si:20]([CH3:23])([CH3:22])[CH3:21])[N:12]=[C:13]([CH3:15])[CH:14]=2)[C:7]([C:24]([F:27])([F:26])[F:25])=[CH:6][C:5]=1[NH2:28].CC[N:32]([CH2:35]C)CC.[CH3:37][S:38]([NH:41]N)(=[O:40])=[O:39].[OH-:43].[Na+]. (10) The reactants are [F:1][C:2]1[C:3]([CH3:11])=[C:4]([CH:8]=[CH:9][CH:10]=1)[C:5](O)=O.[CH3:12][O:13][C:14]1[CH:15]=[C:16]2[C:21](=[CH:22][C:23]=1[O:24][CH3:25])[N:20]=[CH:19][C:18]([C:26]#[N:27])=[C:17]2[CH3:28].[Li+].C[Si]([N-:34][Si](C)(C)C)(C)C.C([O-])(=O)C.[NH4+].[OH-].[NH4+]. The catalyst is C1COCC1. The product is [F:1][C:2]1[C:3]([CH3:11])=[C:4]([C:5]2[CH:28]=[C:17]3[C:18](=[C:26]([NH2:34])[N:27]=2)[CH:19]=[N:20][C:21]2[CH:22]=[C:23]([O:24][CH3:25])[C:14]([O:13][CH3:12])=[CH:15][C:16]3=2)[CH:8]=[CH:9][CH:10]=1. The yield is 0.202.